Dataset: TCR-epitope binding with 47,182 pairs between 192 epitopes and 23,139 TCRs. Task: Binary Classification. Given a T-cell receptor sequence (or CDR3 region) and an epitope sequence, predict whether binding occurs between them. (1) Result: 1 (the TCR binds to the epitope). The epitope is KLWAQCVQL. The TCR CDR3 sequence is CASSQDPGHNEQFF. (2) The epitope is RTLNAWVKV. The TCR CDR3 sequence is CASSLDTYEAFF. Result: 0 (the TCR does not bind to the epitope). (3) The epitope is LVLSVNPYV. The TCR CDR3 sequence is CASSLAGGPGEQYF. Result: 1 (the TCR binds to the epitope).